This data is from Catalyst prediction with 721,799 reactions and 888 catalyst types from USPTO. The task is: Predict which catalyst facilitates the given reaction. (1) Reactant: C(C1CCCCC1=O)(=O)C(C)C.Cl.[CH3:14][O:15][C:16](=[O:19])[CH2:17][NH2:18].Br[C:21]1[C:30]([CH3:31])=[C:29]([Br:32])[C:28]2[C:23](=[CH:24][C:25]([F:34])=[CH:26][C:27]=2[F:33])[N:22]=1.C(=O)([O-])[O-].[Cs+].[Cs+]. Product: [Br:32][C:29]1[C:28]2[C:23](=[CH:24][C:25]([F:34])=[CH:26][C:27]=2[F:33])[N:22]=[C:21]([NH:18][CH2:17][C:16]([O:15][CH3:14])=[O:19])[C:30]=1[CH3:31]. The catalyst class is: 580. (2) Reactant: [Br:1][C:2]1[N:3]=[C:4]([C:9]#[C:10][Si:11]([CH3:14])([CH3:13])[CH3:12])[C:5]([NH2:8])=[N:6][CH:7]=1.[CH3:15][C:16]([O:19][C:20](O[C:20]([O:19][C:16]([CH3:18])([CH3:17])[CH3:15])=[O:21])=[O:21])([CH3:18])[CH3:17]. Product: [C:16]([O:19][C:20]([N:8]([C:5]1[C:4]([C:9]#[C:10][Si:11]([CH3:13])([CH3:12])[CH3:14])=[N:3][C:2]([Br:1])=[CH:7][N:6]=1)[C:20](=[O:21])[O:19][C:16]([CH3:18])([CH3:17])[CH3:15])=[O:21])([CH3:18])([CH3:17])[CH3:15]. The catalyst class is: 64. (3) Reactant: O=[C:2]([N:12]([CH3:21])[C:13]1[CH:18]=[CH:17][C:16]([O:19][CH3:20])=[CH:15][CH:14]=1)[C@@H:3]1[O:9][C@H:8]([CH2:10][OH:11])[C@@H:6]([OH:7])[C@H:4]1[OH:5].[H-].[Al+3].[Li+].[H-].[H-].[H-]. Product: [OH:11][CH2:10][C@@H:8]1[C@@H:6]([OH:7])[C@@H:4]([OH:5])[CH:3]([CH2:2][N:12]([C:13]2[CH:18]=[CH:17][C:16]([O:19][CH3:20])=[CH:15][CH:14]=2)[CH3:21])[O:9]1. The catalyst class is: 1. (4) Reactant: [C:1]1([C:26]2[CH:31]=[CH:30][CH:29]=[CH:28][CH:27]=2)[CH:6]=[CH:5][C:4]([C:7]([N:9]2[CH2:17][C@H:16]([O:18][Si:19]([C:22]([CH3:25])([CH3:24])[CH3:23])([CH3:21])[CH3:20])[CH2:15][C@H:10]2[C:11](OC)=[O:12])=[O:8])=[CH:3][CH:2]=1.[BH4-].[Li+]. Product: [C:1]1([C:26]2[CH:27]=[CH:28][CH:29]=[CH:30][CH:31]=2)[CH:2]=[CH:3][C:4]([C:7]([N:9]2[CH2:17][C@H:16]([O:18][Si:19]([C:22]([CH3:23])([CH3:25])[CH3:24])([CH3:21])[CH3:20])[CH2:15][C@H:10]2[CH2:11][OH:12])=[O:8])=[CH:5][CH:6]=1. The catalyst class is: 1. (5) Product: [C:16]([O-:19])([O-:18])=[O:17].[Na+:20].[Na+:20].[CH3:9][CH2:10][CH2:11][CH2:2][OH:1]. The catalyst class is: 114. Reactant: [OH:1][C:2]1[C:11]2C(=CC=[CH:9][CH:10]=2)OC(=O)C=1.Cl.ON.[C:16](=[O:19])([O-:18])[O-:17].[Na+:20].[Na+]. (6) Reactant: N[C:2]1[NH:3][C:4](=[O:14])[C:5]2[N:6]([CH2:11][CH:12]=[CH2:13])[CH:7]=[N:8][C:9]=2[N:10]=1.N([O-])=[O:16].[Na+]. Product: [CH2:11]([N:6]1[C:5]2[C:4](=[O:14])[NH:3][C:2](=[O:16])[NH:10][C:9]=2[N:8]=[CH:7]1)[CH:12]=[CH2:13]. The catalyst class is: 313.